Predict the reaction yield, written as a fraction of the theoretical maximum amount of product (1.0 means a 100% yield; for example, 0.34 means a 34% yield). From a dataset of Reaction yield outcomes from USPTO patents with 853,638 reactions. (1) The reactants are [NH2:1][C:2]1[CH:3]=[C:4]([CH:8]=[C:9]([OH:11])[CH:10]=1)[C:5]([OH:7])=[O:6].[C:12]([N:20]=[C:21]=[S:22])(=[O:19])[C:13]1[CH:18]=[CH:17][CH:16]=[CH:15][CH:14]=1. The catalyst is C(#N)C. The product is [C:12]([NH:20][C:21]([NH:1][C:2]1[CH:10]=[C:9]([OH:11])[CH:8]=[C:4]([C:5]([OH:7])=[O:6])[CH:3]=1)=[S:22])(=[O:19])[C:13]1[CH:18]=[CH:17][CH:16]=[CH:15][CH:14]=1. The yield is 0.900. (2) The reactants are CC(C)([O-])C.[O:6]1[CH:10]=[CH:9][CH:8]=[C:7]1[CH:11]=O.[C:13](OCC)(=[O:21])[CH2:14][CH2:15][C:16]([O:18][CH2:19][CH3:20])=[O:17].CC([O-])=O.[Na+].C([O-])([O-])=O.[K+].[K+]. The catalyst is C(O)(C)(C)C.Cl.CC(OC(C)=O)=O.CCO. The product is [CH2:19]([O:18][C:16]([C:15]1[CH:14]=[C:13]([OH:21])[C:8]2[CH:9]=[CH:10][O:6][C:7]=2[CH:11]=1)=[O:17])[CH3:20]. The yield is 0.0900. (3) The reactants are [OH:1][CH:2]1[CH2:5][N:4]([C:6]([O:8][C:9]([CH3:12])([CH3:11])[CH3:10])=[O:7])[CH2:3]1.CCN(C(C)C)C(C)C.[Cl:22][C:23](Cl)([O:25]C(=O)OC(Cl)(Cl)Cl)Cl. The catalyst is C1COCC1. The product is [Cl:22][C:23]([O:1][CH:2]1[CH2:3][N:4]([C:6]([O:8][C:9]([CH3:12])([CH3:11])[CH3:10])=[O:7])[CH2:5]1)=[O:25]. The yield is 0.550.